This data is from Full USPTO retrosynthesis dataset with 1.9M reactions from patents (1976-2016). The task is: Predict the reactants needed to synthesize the given product. Given the product [CH3:35][S:36]([C:39]1[CH:40]=[C:41]2[C:45](=[CH:46][CH:47]=1)[N:44]([CH2:2][C:3]1[C:8]([CH3:9])=[CH:7][C:6]([CH:10]3[CH2:15][CH2:14][N:13]([C:16]([O:18][C:19]([CH3:22])([CH3:21])[CH3:20])=[O:17])[CH2:12][CH2:11]3)=[CH:5][N:4]=1)[CH:43]=[CH:42]2)(=[O:38])=[O:37], predict the reactants needed to synthesize it. The reactants are: O[CH2:2][C:3]1[C:8]([CH3:9])=[CH:7][C:6]([CH:10]2[CH2:15][CH2:14][N:13]([C:16]([O:18][C:19]([CH3:22])([CH3:21])[CH3:20])=[O:17])[CH2:12][CH2:11]2)=[CH:5][N:4]=1.C(N(CC)CC)C.CS(Cl)(=O)=O.[CH3:35][S:36]([C:39]1[CH:40]=[C:41]2[C:45](=[CH:46][CH:47]=1)[NH:44][CH:43]=[CH:42]2)(=[O:38])=[O:37].[OH-].[K+].C1OCCOCCOCCOCCOCCOC1.